This data is from Reaction yield outcomes from USPTO patents with 853,638 reactions. The task is: Predict the reaction yield, written as a fraction of the theoretical maximum amount of product (1.0 means a 100% yield; for example, 0.34 means a 34% yield). (1) The reactants are [CH:1]([C@:4]1([C:17]([N:19]2[CH2:24][CH2:23][N:22]([C:25]3[CH:30]=[C:29]([C:31]([F:34])([F:33])[F:32])[N:28]=[CH:27][N:26]=3)[CH2:21][CH2:20]2)=[O:18])[CH2:8][CH2:7][C@@H:6]([NH:9][C:10](=O)OC(C)(C)C)[CH2:5]1)([CH3:3])[CH3:2].O1[CH2:40][CH2:39][O:38][CH2:37][CH2:36]1.[CH2:41](Cl)Cl. The catalyst is Cl. The product is [CH:1]([C@:4]1([C:17]([N:19]2[CH2:20][CH2:21][N:22]([C:25]3[CH:30]=[C:29]([C:31]([F:34])([F:33])[F:32])[N:28]=[CH:27][N:26]=3)[CH2:23][CH2:24]2)=[O:18])[CH2:8][CH2:7][C@@H:6]([NH:9][CH:10]2[CH2:36][CH2:37][O:38][CH2:39][CH:40]2[CH3:41])[CH2:5]1)([CH3:2])[CH3:3]. The yield is 0.990. (2) The reactants are [Mg].II.Cl[CH2:5][CH2:6][CH2:7][CH2:8][O:9][CH3:10].[Br:11][C:12]1[C:13](=O)[CH2:14][CH2:15][CH2:16][C:17]=1[O:18]CC. The catalyst is O1CCCC1.C(Br)Br. The product is [Br:11][C:12]1[C:17](=[O:18])[CH2:16][CH2:15][CH2:14][C:13]=1[CH2:5][CH2:6][CH2:7][CH2:8][O:9][CH3:10]. The yield is 0.920.